From a dataset of Forward reaction prediction with 1.9M reactions from USPTO patents (1976-2016). Predict the product of the given reaction. (1) Given the reactants [C:1]1([NH:7][C:8]([NH:10][C:11]2[CH:16]=[CH:15][C:14]([C:17]3[C:21]([C:22]4[CH:27]=[CH:26][N:25]=[C:24]5[NH:28][CH:29]=[CH:30][C:23]=45)=[CH:20][N:19]([CH2:31][C:32](O)=[O:33])[N:18]=3)=[CH:13][CH:12]=2)=[O:9])[CH:6]=[CH:5][CH:4]=[CH:3][CH:2]=1.C(N=C=NCCCN(C)C)C.[CH3:46][O:47][C:48]1[CH:53]=[CH:52][CH:51]=[C:50]([NH2:54])[CH:49]=1, predict the reaction product. The product is: [CH3:46][O:47][C:48]1[CH:49]=[C:50]([NH:54][C:32](=[O:33])[CH2:31][N:19]2[CH:20]=[C:21]([C:22]3[CH:27]=[CH:26][N:25]=[C:24]4[NH:28][CH:29]=[CH:30][C:23]=34)[C:17]([C:14]3[CH:15]=[CH:16][C:11]([NH:10][C:8]([NH:7][C:1]4[CH:6]=[CH:5][CH:4]=[CH:3][CH:2]=4)=[O:9])=[CH:12][CH:13]=3)=[N:18]2)[CH:51]=[CH:52][CH:53]=1. (2) Given the reactants S(Cl)([Cl:4])(=O)=O.[Cl:6][C:7]1[CH:22]=[CH:21][C:10]([O:11][C:12]2[CH:17]=[CH:16][C:15]([C:18](=[O:20])[CH3:19])=[CH:14][CH:13]=2)=[CH:9][CH:8]=1.[OH-].[Na+], predict the reaction product. The product is: [Cl:4][CH2:19][C:18]([C:15]1[CH:16]=[CH:17][C:12]([O:11][C:10]2[CH:21]=[CH:22][C:7]([Cl:6])=[CH:8][CH:9]=2)=[CH:13][CH:14]=1)=[O:20].